The task is: Predict the reaction yield, written as a fraction of the theoretical maximum amount of product (1.0 means a 100% yield; for example, 0.34 means a 34% yield).. This data is from Reaction yield outcomes from USPTO patents with 853,638 reactions. (1) The reactants are [CH2:1]([Zn]CC)C.ClCI.[Br:9][C:10]1[CH:15]=[CH:14][CH:13]=[C:12]([C:16]([O:18][Si:19]([C:22]([CH3:25])([CH3:24])[CH3:23])([CH3:21])[CH3:20])=[CH2:17])[N:11]=1.[Cl-].[NH4+]. The catalyst is ClCCl. The product is [Br:9][C:10]1[CH:15]=[CH:14][CH:13]=[C:12]([C:16]2([O:18][Si:19]([C:22]([CH3:25])([CH3:24])[CH3:23])([CH3:21])[CH3:20])[CH2:1][CH2:17]2)[N:11]=1. The yield is 0.580. (2) The reactants are Br[C:2]1[CH:7]=[C:6]([N+:8]([O-:10])=[O:9])[CH:5]=[C:4]([F:11])[C:3]=1[NH2:12].[CH3:13][C:14]([CH3:18])([CH3:17])[C:15]#[CH:16]. The catalyst is CCN(CC)CC.[Cu]I.Cl[Pd](Cl)([P](C1C=CC=CC=1)(C1C=CC=CC=1)C1C=CC=CC=1)[P](C1C=CC=CC=1)(C1C=CC=CC=1)C1C=CC=CC=1. The product is [CH3:13][C:14]([CH3:18])([CH3:17])[C:15]#[C:16][C:2]1[CH:7]=[C:6]([N+:8]([O-:10])=[O:9])[CH:5]=[C:4]([F:11])[C:3]=1[NH2:12]. The yield is 0.360.